This data is from Forward reaction prediction with 1.9M reactions from USPTO patents (1976-2016). The task is: Predict the product of the given reaction. (1) Given the reactants [Br:1][C:2]1[CH:3]=[C:4]2[C:9](=[CH:10][CH:11]=1)[N:8]=[C:7]([CH2:12]Br)[CH:6]=[CH:5]2.[NH:14]1[CH2:18][CH2:17][CH2:16][CH2:15]1.C([O-])([O-])=O.[K+].[K+], predict the reaction product. The product is: [Br:1][C:2]1[CH:3]=[C:4]2[C:9](=[CH:10][CH:11]=1)[N:8]=[C:7]([CH2:12][N:14]1[CH2:18][CH2:17][CH2:16][CH2:15]1)[CH:6]=[CH:5]2. (2) Given the reactants [CH2:1]([O:8][CH2:9][C:10]1[O:14][N:13]=[C:12]([C:15]([OH:17])=O)[CH:11]=1)[C:2]1[CH:7]=[CH:6][CH:5]=[CH:4][CH:3]=1.[O:18]1[CH2:23][CH2:22][CH2:21][CH2:20][CH:19]1[CH2:24][NH2:25].ON1C2C=CC=CC=2N=N1.Cl.C(N=C=NCCCN(C)C)C, predict the reaction product. The product is: [O:18]1[CH2:23][CH2:22][CH2:21][CH2:20][CH:19]1[CH2:24][NH:25][C:15]([C:12]1[CH:11]=[C:10]([CH2:9][O:8][CH2:1][C:2]2[CH:3]=[CH:4][CH:5]=[CH:6][CH:7]=2)[O:14][N:13]=1)=[O:17]. (3) Given the reactants Cl[CH2:2][CH2:3][CH2:4][O:5][C:6]1[CH:11]=[CH:10][C:9]([N:12]2[CH2:17][CH2:16][N:15]([C:18]([O:20][C:21]([CH3:24])([CH3:23])[CH3:22])=[O:19])[CH2:14][C:13]2=[O:25])=[CH:8][CH:7]=1.[I-].[K+].[NH:28]1[CH2:32][CH2:31][CH2:30][CH2:29]1.C(=O)([O-])[O-].[K+].[K+], predict the reaction product. The product is: [O:25]=[C:13]1[N:12]([C:9]2[CH:10]=[CH:11][C:6]([O:5][CH2:4][CH2:3][CH2:2][N:28]3[CH2:32][CH2:31][CH2:30][CH2:29]3)=[CH:7][CH:8]=2)[CH2:17][CH2:16][N:15]([C:18]([O:20][C:21]([CH3:24])([CH3:23])[CH3:22])=[O:19])[CH2:14]1. (4) Given the reactants [BrH:1].[N:2]1[CH:7]=[CH:6][C:5]([CH2:8][CH2:9]O)=[CH:4][CH:3]=1, predict the reaction product. The product is: [Br:1][CH2:9][CH2:8][C:5]1[CH:6]=[CH:7][N:2]=[CH:3][CH:4]=1. (5) Given the reactants [N:1]([CH2:4][C:5]1[CH:10]=[CH:9][C:8]([NH:11][C:12]([C:14]2[C:15]([C:20]3[CH:25]=[CH:24][C:23]([C:26]([F:29])([F:28])[F:27])=[CH:22][CH:21]=3)=[CH:16][CH:17]=[CH:18][CH:19]=2)=[O:13])=[C:7]([CH3:30])[CH:6]=1)=[N+]=[N-].C1C=CC(P(C2C=CC=CC=2)C2C=CC=CC=2)=CC=1.[OH-].[Na+].Cl, predict the reaction product. The product is: [NH2:1][CH2:4][C:5]1[CH:10]=[CH:9][C:8]([NH:11][C:12]([C:14]2[C:15]([C:20]3[CH:25]=[CH:24][C:23]([C:26]([F:27])([F:28])[F:29])=[CH:22][CH:21]=3)=[CH:16][CH:17]=[CH:18][CH:19]=2)=[O:13])=[C:7]([CH3:30])[CH:6]=1.